From a dataset of Full USPTO retrosynthesis dataset with 1.9M reactions from patents (1976-2016). Predict the reactants needed to synthesize the given product. (1) Given the product [NH2:26][C:15]1[CH:14]=[C:13](/[CH:12]=[CH:11]/[C:7]2[CH:8]=[CH:9][CH:10]=[C:5]([O:4][CH3:3])[CH:6]=2)[CH:25]=[CH:24][C:16]=1[C:17]([O:19][C:20]([CH3:23])([CH3:22])[CH3:21])=[O:18], predict the reactants needed to synthesize it. The reactants are: CO.[CH3:3][O:4][C:5]1[CH:6]=[C:7](/[CH:11]=[CH:12]/[C:13]2[CH:25]=[CH:24][C:16]([C:17]([O:19][C:20]([CH3:23])([CH3:22])[CH3:21])=[O:18])=[C:15]([N+:26]([O-])=O)[CH:14]=2)[CH:8]=[CH:9][CH:10]=1. (2) The reactants are: [Br:1][C:2]1[CH:7]=[CH:6][CH:5]=[C:4](I)[CH:3]=1.[N:9]1[CH:14]=[CH:13][CH:12]=[C:11](B(O)O)[CH:10]=1. Given the product [Br:1][C:2]1[CH:3]=[C:4]([C:11]2[CH:10]=[N:9][CH:14]=[CH:13][CH:12]=2)[CH:5]=[CH:6][CH:7]=1, predict the reactants needed to synthesize it. (3) Given the product [CH:17]1([N:13]2[CH2:14][CH2:15][CH2:16][N:10]([C:8]([C:5]3[CH:6]=[N:7][C:2]([O:27][CH:24]4[CH2:25][CH2:26][O:21][CH2:22][CH2:23]4)=[CH:3][CH:4]=3)=[O:9])[CH2:11][CH2:12]2)[CH2:20][CH2:19][CH2:18]1, predict the reactants needed to synthesize it. The reactants are: Cl[C:2]1[N:7]=[CH:6][C:5]([C:8]([N:10]2[CH2:16][CH2:15][CH2:14][N:13]([CH:17]3[CH2:20][CH2:19][CH2:18]3)[CH2:12][CH2:11]2)=[O:9])=[CH:4][CH:3]=1.[O:21]1[CH2:26][CH2:25][CH:24]([OH:27])[CH2:23][CH2:22]1.C1OCCOCCOCCOCCOCCOC1.[OH-].[K+]. (4) Given the product [CH2:1]([CH:4]1[CH2:8][O:7][CH2:6]/[C:5]/1=[N:10]\[OH:11])[CH:2]=[CH2:3], predict the reactants needed to synthesize it. The reactants are: [CH2:1]([CH:4]1[CH2:8][O:7][CH2:6][C:5]1=O)[CH:2]=[CH2:3].[NH2:10][OH:11].Cl.N1C=CC=CC=1.